This data is from Reaction yield outcomes from USPTO patents with 853,638 reactions. The task is: Predict the reaction yield, written as a fraction of the theoretical maximum amount of product (1.0 means a 100% yield; for example, 0.34 means a 34% yield). (1) The reactants are [CH:1]1([O:6][C:7]2[CH:8]=[C:9]([CH:15]3[CH2:19][NH:18][C:17](=[O:20])[CH2:16]3)[CH:10]=[CH:11][C:12]=2[O:13][CH3:14])[CH2:5][CH2:4][CH2:3][CH2:2]1.[CH2:21]([O:23][C:24](=[O:32])[C:25]1[CH:30]=[CH:29][CH:28]=[C:27](Br)[CH:26]=1)[CH3:22]. No catalyst specified. The product is [CH2:21]([O:23][C:24](=[O:32])[C:25]1[CH:30]=[CH:29][CH:28]=[C:27]([N:18]2[CH2:19][CH:15]([C:9]3[CH:10]=[CH:11][C:12]([O:13][CH3:14])=[C:7]([O:6][CH:1]4[CH2:2][CH2:3][CH2:4][CH2:5]4)[CH:8]=3)[CH2:16][C:17]2=[O:20])[CH:26]=1)[CH3:22]. The yield is 0.670. (2) The reactants are Cl[C:2]1([C:12]2[CH:17]=[CH:16][C:15]([Cl:18])=[CH:14][CH:13]=2)[C:10]2[C:5](=[CH:6][CH:7]=[CH:8][CH:9]=2)[C:4](=[O:11])[O:3]1.C(N(CC)CC)C.[Cl:26][C:27]1[CH:34]=[CH:33][C:30]([CH2:31][NH2:32])=[CH:29][CH:28]=1. No catalyst specified. The product is [Cl:18][C:15]1[CH:16]=[CH:17][C:12]([C:2]2([OH:3])[C:10]3[C:5](=[CH:6][CH:7]=[CH:8][CH:9]=3)[C:4](=[O:11])[N:32]2[CH2:31][C:30]2[CH:33]=[CH:34][C:27]([Cl:26])=[CH:28][CH:29]=2)=[CH:13][CH:14]=1. The yield is 0.830. (3) The reactants are [CH2:1]([O:3][C:4]([C:6]1[C:7](Cl)=[C:8]2[CH:14]=C[NH:12][C:9]2=[N:10][CH:11]=1)=[O:5])[CH3:2].Cl.[C:17]([C:21]1[CH:34]=[CH:33][C:24]([CH2:25][C:26]2([NH2:32])[CH2:31][CH2:30][NH:29][CH2:28][CH2:27]2)=[CH:23][CH:22]=1)([CH3:20])([CH3:19])[CH3:18].C([N:37](CC)CC)C. The catalyst is C(O)CCC. The product is [CH2:1]([O:3][C:4]([C:6]1[C:7]([N:29]2[CH2:30][CH2:31][C:26]([NH2:32])([CH2:25][C:24]3[CH:33]=[CH:34][C:21]([C:17]([CH3:20])([CH3:18])[CH3:19])=[CH:22][CH:23]=3)[CH2:27][CH2:28]2)=[C:8]2[CH:14]=[N:37][NH:12][C:9]2=[N:10][CH:11]=1)=[O:5])[CH3:2]. The yield is 0.650. (4) The reactants are [NH:1]1[CH2:8][CH2:7][CH2:6][C@H:2]1[C:3]([OH:5])=[O:4].[C:9](O)(=[O:11])[CH3:10]. No catalyst specified. The product is [C:9]([N:1]1[CH2:8][CH2:7][CH2:6][C@H:2]1[C:3]([OH:5])=[O:4])(=[O:11])[CH3:10]. The yield is 0.825. (5) The product is [C:4]([CH:6]1[CH2:7][CH2:8][N:9]([C:12]([O:14][C:15]([CH3:16])([CH3:17])[CH3:18])=[O:13])[CH2:10][CH2:11]1)(=[O:5])[C:20]1[CH:25]=[CH:24][CH:23]=[CH:22][CH:21]=1. The yield is 0.590. The catalyst is C1COCC1. The reactants are CON(C)[C:4]([CH:6]1[CH2:11][CH2:10][N:9]([C:12]([O:14][C:15]([CH3:18])([CH3:17])[CH3:16])=[O:13])[CH2:8][CH2:7]1)=[O:5].[C:20]1([Mg]Cl)[CH:25]=[CH:24][CH:23]=[CH:22][CH:21]=1. (6) The reactants are CO.[F:3][C:4]1[C:5]([O:10][CH2:11][C:12]2[CH:17]=[CH:16][C:15]([CH2:18][CH2:19][N+:20]([O-:22])=O)=[CH:14][CH:13]=2)=[N:6][CH:7]=[CH:8][CH:9]=1.C[O-].[Li+].C(Cl)[Cl:27]. The catalyst is [Ti](Cl)(Cl)(Cl)Cl.O. The product is [F:3][C:4]1[C:5]([O:10][CH2:11][C:12]2[CH:17]=[CH:16][C:15]([CH2:18][C:19]([Cl:27])=[N:20][OH:22])=[CH:14][CH:13]=2)=[N:6][CH:7]=[CH:8][CH:9]=1. The yield is 0.880. (7) The reactants are [NH:1]1[CH2:6][CH2:5][O:4][CH2:3][C:2]1=[O:7].[H-].[Na+].[H][H].F[C:13]1[CH:18]=[CH:17][C:16]([N+:19]([O-:21])=[O:20])=[CH:15][CH:14]=1. The catalyst is CN1CCCC1=O. The product is [N:1]1([C:13]2[CH:18]=[CH:17][C:16]([N+:19]([O-:21])=[O:20])=[CH:15][CH:14]=2)[CH2:6][CH2:5][O:4][CH2:3][C:2]1=[O:7]. The yield is 0.176.